Dataset: Full USPTO retrosynthesis dataset with 1.9M reactions from patents (1976-2016). Task: Predict the reactants needed to synthesize the given product. (1) Given the product [CH2:3]([C:5]1[C:9]([O:10][C:11]2[CH:12]=[C:13]([CH:16]=[CH:17][CH:18]=2)[C:14]#[N:15])=[C:8]([CH2:19][CH3:20])[N:7]([CH2:22][CH2:23][O:24][CH3:25])[N:6]=1)[CH3:4], predict the reactants needed to synthesize it. The reactants are: [H-].[Na+].[CH2:3]([C:5]1[C:9]([O:10][C:11]2[CH:12]=[C:13]([CH:16]=[CH:17][CH:18]=2)[C:14]#[N:15])=[C:8]([CH2:19][CH3:20])[NH:7][N:6]=1)[CH3:4].Br[CH2:22][CH2:23][O:24][CH3:25]. (2) Given the product [CH2:7]([O:8][N:9]1[C:15](=[O:16])[N:14]2[CH2:17][C@H:10]1[CH2:11][CH2:12][C@H:13]2[C:18]([NH:45][C:43]1[CH:42]=[CH:41][N:40]=[C:39]([O:38][CH3:37])[CH:44]=1)=[O:20])[C:1]1[CH:2]=[CH:3][CH:4]=[CH:5][CH:6]=1, predict the reactants needed to synthesize it. The reactants are: [C:1]1([CH2:7][O:8][N:9]2[C:15](=[O:16])[N:14]3[CH2:17][C@H:10]2[CH2:11][CH2:12][C@H:13]3[C:18]([OH:20])=O)[CH:6]=[CH:5][CH:4]=[CH:3][CH:2]=1.C(N(CC)CC)C.[I-].ClC1C=CC=C[N+]=1C.[CH3:37][O:38][C:39]1[CH:44]=[C:43]([NH2:45])[CH:42]=[CH:41][N:40]=1. (3) Given the product [NH:29]1[CH:28]=[C:27]([C:2]2[C:3]3[CH2:11][CH2:10][N:9]([C:12]([O:14][C:15]([CH3:18])([CH3:17])[CH3:16])=[O:13])[CH2:8][C:4]=3[N:5]=[CH:6][N:7]=2)[CH:31]=[N:30]1, predict the reactants needed to synthesize it. The reactants are: Cl[C:2]1[C:3]2[CH2:11][CH2:10][N:9]([C:12]([O:14][C:15]([CH3:18])([CH3:17])[CH3:16])=[O:13])[CH2:8][C:4]=2[N:5]=[CH:6][N:7]=1.CC1(C)C(C)(C)OB([C:27]2[CH:28]=[N:29][NH:30][CH:31]=2)O1.O1CCOCC1.C([O-])([O-])=O.[Na+].[Na+]. (4) Given the product [Cl:32][CH2:31][CH:33]([OH:35])[CH2:34][C:2]1[CH:7]=[CH:6][CH:5]=[C:4]([S:8][CH2:9][CH:10]([CH2:14][CH2:15][CH3:16])[CH2:11][CH2:12][CH3:13])[CH:3]=1, predict the reactants needed to synthesize it. The reactants are: Br[C:2]1[CH:3]=[C:4]([S:8][CH2:9][CH:10]([CH2:14][CH2:15][CH3:16])[CH2:11][CH2:12][CH3:13])[CH:5]=[CH:6][CH:7]=1.[Li]CCCC.B(F)(F)F.CCOCC.[CH2:31]([CH:33]1[O:35][CH2:34]1)[Cl:32]. (5) Given the product [CH3:58][O:59][C:60](=[O:64])[C@H:61]([NH:63][C:22](=[O:23])[C:21]1[CH:25]=[CH:26][C:18]([S:15](=[O:17])(=[O:16])[NH:14][C:9]2[CH:10]=[CH:11][CH:12]=[CH:13][C:8]=2[O:1][C:2]2[CH:3]=[CH:4][CH:5]=[CH:6][CH:7]=2)=[CH:19][CH:20]=1)[CH3:62], predict the reactants needed to synthesize it. The reactants are: [O:1]([C:8]1[CH:13]=[CH:12][CH:11]=[CH:10][C:9]=1[NH:14][S:15]([C:18]1[CH:26]=[CH:25][C:21]([C:22](O)=[O:23])=[CH:20][CH:19]=1)(=[O:17])=[O:16])[C:2]1[CH:7]=[CH:6][CH:5]=[CH:4][CH:3]=1.C(N(CC)CC)C.CN(C(ON1N=NC2C=CC=CC1=2)=[N+](C)C)C.F[P-](F)(F)(F)(F)F.[CH3:58][O:59][C:60](=[O:64])[C@H:61]([NH2:63])[CH3:62].